From a dataset of Peptide-MHC class I binding affinity with 185,985 pairs from IEDB/IMGT. Regression. Given a peptide amino acid sequence and an MHC pseudo amino acid sequence, predict their binding affinity value. This is MHC class I binding data. (1) The peptide sequence is LTDRELLLL. The MHC is HLA-A24:03 with pseudo-sequence HLA-A24:03. The binding affinity (normalized) is 0.0847. (2) The peptide sequence is ASEFSSLPSY. The MHC is HLA-A23:01 with pseudo-sequence HLA-A23:01. The binding affinity (normalized) is 0.